From a dataset of Catalyst prediction with 721,799 reactions and 888 catalyst types from USPTO. Predict which catalyst facilitates the given reaction. (1) Reactant: [NH:1]1[CH2:6][CH2:5][O:4][CH2:3][CH2:2]1.[CH3:7][O:8][C:9]1[CH:14]=[CH:13][C:12]([C:15]2[N:20]=[C:19]([C:21](O)=[O:22])[CH:18]=[CH:17][CH:16]=2)=[CH:11][C:10]=1[CH:24]1[C:37]2[C:36](=[O:38])[CH2:35][C:34]([CH3:40])([CH3:39])[CH2:33][C:32]=2[O:31][C:30]2[CH2:29][C:28]([CH3:42])([CH3:41])[CH2:27][C:26](=[O:43])[C:25]1=2.Cl.C(N=C=NCCCN(C)C)C.O.ON1C2C=CC=CC=2N=N1. Product: [CH3:7][O:8][C:9]1[CH:14]=[CH:13][C:12]([C:15]2[CH:16]=[CH:17][CH:18]=[C:19]([C:21]([N:1]3[CH2:6][CH2:5][O:4][CH2:3][CH2:2]3)=[O:22])[N:20]=2)=[CH:11][C:10]=1[CH:24]1[C:25]2[C:26](=[O:43])[CH2:27][C:28]([CH3:41])([CH3:42])[CH2:29][C:30]=2[O:31][C:32]2[CH2:33][C:34]([CH3:40])([CH3:39])[CH2:35][C:36](=[O:38])[C:37]1=2. The catalyst class is: 18. (2) Reactant: [NH2:1][C:2]1[CH:10]=[CH:9][CH:8]=[C:7]2[C:3]=1[CH:4]=[CH:5][N:6]2[C:11]([C:19]1[CH:24]=[CH:23][C:22]([Cl:25])=[CH:21][CH:20]=1)([CH2:17][CH3:18])[CH2:12][C:13]([O:15][CH3:16])=[O:14].CN1CCOCC1.[CH3:33][S:34](Cl)(=[O:36])=[O:35]. Product: [Cl:25][C:22]1[CH:23]=[CH:24][C:19]([C:11]([N:6]2[C:7]3[C:3](=[C:2]([NH:1][S:34]([CH3:33])(=[O:36])=[O:35])[CH:10]=[CH:9][CH:8]=3)[CH:4]=[CH:5]2)([CH2:17][CH3:18])[CH2:12][C:13]([O:15][CH3:16])=[O:14])=[CH:20][CH:21]=1. The catalyst class is: 2. (3) Reactant: [C:1]1(=[O:14])[C:6]2[CH:7]=[C:8]3[N:13]([C:5]=2[CH:4]=[N:3][NH:2]1)[CH2:12][CH2:11][CH2:10][CH2:9]3.Br[C:16]1[N:23]=[CH:22][CH:21]=[C:20]([Cl:24])[C:17]=1[CH:18]=[O:19].C(=O)([O-])[O-].[K+].[K+].COC1C2C(=C3C(=CC=2)C(OC)=CC=N3)N=CC=1. Product: [Cl:24][C:20]1[C:17]([CH:18]=[O:19])=[C:16]([N:2]2[C:1](=[O:14])[C:6]3[CH:7]=[C:8]4[N:13]([C:5]=3[CH:4]=[N:3]2)[CH2:12][CH2:11][CH2:10][CH2:9]4)[N:23]=[CH:22][CH:21]=1. The catalyst class is: 321. (4) Reactant: O.[OH-].[Li+].[C:4]([C:8]1[CH:12]=[C:11]([C:13]([F:16])([F:15])[F:14])[N:10]([CH2:17][C:18]([O:20]CC)=[O:19])[N:9]=1)([CH3:7])([CH3:6])[CH3:5]. Product: [C:4]([C:8]1[CH:12]=[C:11]([C:13]([F:16])([F:14])[F:15])[N:10]([CH2:17][C:18]([OH:20])=[O:19])[N:9]=1)([CH3:7])([CH3:5])[CH3:6]. The catalyst class is: 132. (5) Reactant: [CH2:1]1[C:10]2[C:5](=[CH:6][CH:7]=[CH:8][CH:9]=2)[CH2:4][CH2:3][N:2]1[CH2:11][CH:12]([OH:38])[CH2:13][O:14][C:15]1[CH:20]=[CH:19][CH:18]=[C:17]([C:21]2[C:29]3[N:28]=[CH:27][N:26](COCC[Si](C)(C)C)[C:25]=3[CH:24]=[CH:23][CH:22]=2)[CH:16]=1.C([O-])(O)=O.[Na+]. Product: [NH:26]1[C:25]2[CH:24]=[CH:23][CH:22]=[C:21]([C:17]3[CH:16]=[C:15]([CH:20]=[CH:19][CH:18]=3)[O:14][CH2:13][CH:12]([OH:38])[CH2:11][N:2]3[CH2:3][CH2:4][C:5]4[C:10](=[CH:9][CH:8]=[CH:7][CH:6]=4)[CH2:1]3)[C:29]=2[N:28]=[CH:27]1. The catalyst class is: 811. (6) Product: [C:21]([N:11]1[CH2:12][CH2:13][N:8]([CH2:1][C:2]2[CH:3]=[CH:4][CH:5]=[CH:6][CH:7]=2)[CH2:9][CH2:10]1)(=[O:23])[CH3:22]. The catalyst class is: 1. Reactant: [CH2:1]([N:8]1[CH2:13][CH2:12][NH:11][CH2:10][CH2:9]1)[C:2]1[CH:7]=[CH:6][CH:5]=[CH:4][CH:3]=1.C(N(CC)CC)C.[C:21](Cl)(=[O:23])[CH3:22].